From a dataset of Full USPTO retrosynthesis dataset with 1.9M reactions from patents (1976-2016). Predict the reactants needed to synthesize the given product. (1) Given the product [CH3:66][O:65][C:59]1[CH:60]=[C:61]([O:63][CH3:64])[CH:62]=[C:18]([O:17][CH3:16])[C:19]=1/[CH:20]=[CH:21]/[CH:22]([S:32]([CH:35](/[CH:45]=[CH:46]/[C:47]1[C:48]([O:57][CH3:58])=[CH:49][C:50]([O:55][CH3:56])=[CH:51][C:52]=1[O:53][CH3:54])[C:36]1[CH:41]=[CH:40][C:39]([O:42][CH3:43])=[C:38]([NH:44][C:7](=[O:8])[C:6]2[CH:5]=[C:4]([N+:1]([O-:3])=[O:2])[CH:12]=[C:11]([N+:13]([O-:15])=[O:14])[CH:10]=2)[CH:37]=1)(=[O:34])=[O:33])[C:23]1[CH:28]=[CH:27][C:26]([O:29][CH3:30])=[C:25]([NH:31][C:7](=[O:8])[C:6]2[CH:5]=[C:4]([N+:1]([O-:3])=[O:2])[CH:12]=[C:11]([N+:13]([O-:15])=[O:14])[CH:10]=2)[CH:24]=1, predict the reactants needed to synthesize it. The reactants are: [N+:1]([C:4]1[CH:5]=[C:6]([CH:10]=[C:11]([N+:13]([O-:15])=[O:14])[CH:12]=1)[C:7](Cl)=[O:8])([O-:3])=[O:2].[CH3:16][O:17][C:18]1[CH:62]=[C:61]([O:63][CH3:64])[CH:60]=[C:59]([O:65][CH3:66])[C:19]=1[CH:20]=[CH:21][CH:22]([S:32]([CH:35]([CH:45]=[CH:46][C:47]1[C:52]([O:53][CH3:54])=[CH:51][C:50]([O:55][CH3:56])=[CH:49][C:48]=1[O:57][CH3:58])[C:36]1[CH:41]=[CH:40][C:39]([O:42][CH3:43])=[C:38]([NH2:44])[CH:37]=1)(=[O:34])=[O:33])[C:23]1[CH:28]=[CH:27][C:26]([O:29][CH3:30])=[C:25]([NH2:31])[CH:24]=1. (2) Given the product [Cl:10][C:11]1[CH:16]=[C:15]([NH:17][C:18]2[C:7]3[CH2:8][C:2]4[S:1][CH:5]=[CH:4][C:3]=4[C:6]=3[NH:32][N:31]=2)[CH:14]=[C:13]([Cl:20])[CH:12]=1, predict the reactants needed to synthesize it. The reactants are: [S:1]1[CH:5]=[CH:4][C:3]2[C:6](=O)[CH2:7][CH2:8][C:2]1=2.[Cl:10][C:11]1[CH:16]=[C:15]([N:17]=[C:18]=S)[CH:14]=[C:13]([Cl:20])[CH:12]=1.C[Si](C)(C)[Si](C)(C)C.[Li].O.[NH2:31][NH2:32]. (3) Given the product [CH3:11][O:10][C:4]1[CH:3]=[C:2]([O:1][CH2:19][CH2:18][C:13]2[CH:14]=[CH:15][CH:16]=[CH:17][N:12]=2)[CH:9]=[CH:8][C:5]=1[CH:6]=[O:7], predict the reactants needed to synthesize it. The reactants are: [OH:1][C:2]1[CH:9]=[CH:8][C:5]([CH:6]=[O:7])=[C:4]([O:10][CH3:11])[CH:3]=1.[N:12]1[CH:17]=[CH:16][CH:15]=[CH:14][C:13]=1[CH2:18][CH2:19]O.C1(P(C2C=CC=CC=2)C2C=CC=CC=2)C=CC=CC=1.N(C(OCC)=O)=NC(OCC)=O.